This data is from Catalyst prediction with 721,799 reactions and 888 catalyst types from USPTO. The task is: Predict which catalyst facilitates the given reaction. Reactant: [C:1]([N:8]([CH2:10][CH2:11][CH2:12][S:13]([C:16]1[CH:17]=[C:18]([C:22]2[CH:27]=[CH:26][C:25]([CH:28]3[N:32]([C:33]4[CH:38]=[CH:37][CH:36]=[CH:35][C:34]=4[Cl:39])[N:31]=[C:30]([C:40]([C:46]([F:49])([F:48])[F:47])([C:42]([F:45])([F:44])[F:43])[OH:41])[CH2:29]3)=[CH:24][CH:23]=2)[CH:19]=[CH:20][CH:21]=1)(=[O:15])=[O:14])C)(OC(C)(C)C)=O.FC(F)(F)C(O)=O. Product: [Cl:39][C:34]1[CH:35]=[CH:36][CH:37]=[CH:38][C:33]=1[N:32]1[CH:28]([C:25]2[CH:24]=[CH:23][C:22]([C:18]3[CH:19]=[CH:20][CH:21]=[C:16]([S:13]([CH2:12][CH2:11][CH2:10][NH:8][CH3:1])(=[O:15])=[O:14])[CH:17]=3)=[CH:27][CH:26]=2)[CH2:29][C:30]([C:40]([C:46]([F:49])([F:47])[F:48])([C:42]([F:43])([F:45])[F:44])[OH:41])=[N:31]1. The catalyst class is: 4.